Task: Predict the product of the given reaction.. Dataset: Forward reaction prediction with 1.9M reactions from USPTO patents (1976-2016) (1) Given the reactants [CH3:1][S:2][C:3]1[S:4][C:5]([SH:8])=[N:6][N:7]=1.[H-].[Na+].FC(F)(F)S(O[CH2:17][P:18]([O:23][CH2:24][CH3:25])([O:20][CH2:21][CH3:22])=[O:19])(=O)=O, predict the reaction product. The product is: [CH3:1][S:2][C:3]1[S:4][C:5]([S:8][CH2:17][P:18]([O:23][CH2:24][CH3:25])([O:20][CH2:21][CH3:22])=[O:19])=[N:6][N:7]=1. (2) The product is: [CH:1]1([N:5]2[CH2:11][CH2:10][C:9]3[CH:12]=[CH:13][C:14]([NH:16][C:18]4[N:23]=[CH:22][C:21]([N:24]5[CH2:28][CH2:27][CH2:26][C:25]5=[O:29])=[CH:20][CH:19]=4)=[CH:15][C:8]=3[CH2:7][CH2:6]2)[CH2:4][CH2:3][CH2:2]1. Given the reactants [CH:1]1([N:5]2[CH2:11][CH2:10][C:9]3[CH:12]=[CH:13][C:14]([NH2:16])=[CH:15][C:8]=3[CH2:7][CH2:6]2)[CH2:4][CH2:3][CH2:2]1.Cl[C:18]1[N:23]=[CH:22][C:21]([N:24]2[CH2:28][CH2:27][CH2:26][C:25]2=[O:29])=[CH:20][CH:19]=1.CC(C)([O-])C.[Na+].C1(P(C2C=CC=CC=2)C2C=CC3C(=CC=CC=3)C=2C2C3C(=CC=CC=3)C=CC=2P(C2C=CC=CC=2)C2C=CC=CC=2)C=CC=CC=1, predict the reaction product. (3) Given the reactants Br[C:2]1[CH:7]=[CH:6][C:5]([S:8]([C:11]2[CH:16]=[CH:15][CH:14]=[CH:13][C:12]=2[C:17]2[O:18][CH:19]=[N:20][N:21]=2)(=[O:10])=[O:9])=[CH:4][CH:3]=1.[F:22][C:23]1[CH:30]=[C:29]([F:31])[CH:28]=[CH:27][C:24]=1[CH:25]=[CH2:26], predict the reaction product. The product is: [F:22][C:23]1[CH:30]=[C:29]([F:31])[CH:28]=[CH:27][C:24]=1/[CH:25]=[CH:26]/[C:2]1[CH:7]=[CH:6][C:5]([S:8]([C:11]2[CH:16]=[CH:15][CH:14]=[CH:13][C:12]=2[C:17]2[O:18][CH:19]=[N:20][N:21]=2)(=[O:10])=[O:9])=[CH:4][CH:3]=1. (4) Given the reactants [H-].[Na+].[C:3]([O:6][CH2:7][C:8]1[CH:13]=[CH:12][C:11]([OH:14])=[C:10]([Cl:15])[CH:9]=1)(=[O:5])[CH3:4].[CH3:16][O:17][CH2:18][CH2:19][O:20][CH2:21]Cl.O, predict the reaction product. The product is: [C:3]([O:6][CH2:7][C:8]1[CH:13]=[CH:12][C:11]([O:14][CH2:16][O:17][CH2:18][CH2:19][O:20][CH3:21])=[C:10]([Cl:15])[CH:9]=1)(=[O:5])[CH3:4].